Dataset: Peptide-MHC class I binding affinity with 185,985 pairs from IEDB/IMGT. Task: Regression. Given a peptide amino acid sequence and an MHC pseudo amino acid sequence, predict their binding affinity value. This is MHC class I binding data. (1) The peptide sequence is IMDKNIIL. The MHC is HLA-A02:01 with pseudo-sequence HLA-A02:01. The binding affinity (normalized) is 0.0802. (2) The peptide sequence is DEYGPVFVE. The MHC is HLA-B51:01 with pseudo-sequence HLA-B51:01. The binding affinity (normalized) is 0.0847. (3) The peptide sequence is FTWQHNYYL. The MHC is HLA-B14:02 with pseudo-sequence HLA-B14:02. The binding affinity (normalized) is 0.0847. (4) The peptide sequence is HAEMQNPVY. The MHC is HLA-B14:02 with pseudo-sequence HLA-B14:02. The binding affinity (normalized) is 0.213. (5) The peptide sequence is IHSDQLSKF. The MHC is HLA-A30:01 with pseudo-sequence HLA-A30:01. The binding affinity (normalized) is 0.0847. (6) The peptide sequence is SLIKEEILFV. The MHC is H-2-Db with pseudo-sequence H-2-Db. The binding affinity (normalized) is 0.0943. (7) The peptide sequence is LVGPTPVNI. The MHC is HLA-A03:01 with pseudo-sequence HLA-A03:01. The binding affinity (normalized) is 0.